Dataset: Full USPTO retrosynthesis dataset with 1.9M reactions from patents (1976-2016). Task: Predict the reactants needed to synthesize the given product. (1) Given the product [NH2:1][C:4]1[CH:5]=[C:6]([NH:18][S:19]([C:22]2[CH:27]=[CH:26][CH:25]=[CH:24][CH:23]=2)(=[O:21])=[O:20])[CH:7]=[CH:8][C:9]=1[NH:10][CH2:11][CH:12]1[CH2:17][CH2:16][O:15][CH2:14][CH2:13]1, predict the reactants needed to synthesize it. The reactants are: [N+:1]([C:4]1[CH:5]=[C:6]([NH:18][S:19]([C:22]2[CH:27]=[CH:26][CH:25]=[CH:24][CH:23]=2)(=[O:21])=[O:20])[CH:7]=[CH:8][C:9]=1[NH:10][CH2:11][CH:12]1[CH2:17][CH2:16][O:15][CH2:14][CH2:13]1)([O-])=O. (2) Given the product [S:10]1[CH:14]=[CH:13][C:12]([C:2]2=[CH:3][C:4](=[O:9])[O:5]/[C:6]/2=[CH:7]\[C:12]2[CH:13]=[CH:14][S:10][CH:11]=2)=[CH:11]1, predict the reactants needed to synthesize it. The reactants are: Br[C:2]1=[CH:3][C:4](=[O:9])[O:5]/[C:6]/1=[CH:7]\Br.[S:10]1[CH:14]=[CH:13][C:12](B(O)O)=[CH:11]1.[F-].[Cs+]. (3) Given the product [Cl:1][C:2]1[N:6]=[CH:5][N:4]([C:8]2[CH:13]=[CH:12][C:11]([N+:14]([O-:16])=[O:15])=[CH:10][C:9]=2[OH:17])[N:3]=1, predict the reactants needed to synthesize it. The reactants are: [Cl:1][C:2]1[N:6]=[CH:5][NH:4][N:3]=1.Cl[C:8]1[CH:13]=[CH:12][C:11]([N+:14]([O-:16])=[O:15])=[CH:10][C:9]=1[O:17]C.[OH-].[K+].CS(C)=O. (4) Given the product [Cl:1][C:2]1[CH:14]=[CH:13][C:5]2[NH:6][C:7]([CH2:9][C:10]([NH:30][C:25]3[CH:24]=[CH:29][C:50]([C:49]([N:38]4[CH2:43][CH2:42][CH2:40][CH2:39]4)=[O:51])=[C:27]([CH3:28])[CH:26]=3)=[O:12])=[N:8][C:4]=2[CH:3]=1, predict the reactants needed to synthesize it. The reactants are: [Cl:1][C:2]1[CH:14]=[CH:13][C:5]2[NH:6][C:7]([CH2:9][C:10]([OH:12])=O)=[N:8][C:4]=2[CH:3]=1.CN(C(ON1N=[N:30][C:25]2[CH:26]=[CH:27][CH:28]=[CH:29][C:24]1=2)=[N+](C)C)C.[B-](F)(F)(F)F.C[N:38]1[CH2:43][CH2:42]O[CH2:40][CH2:39]1.ClCl.ClCCl.[CH2:49]([OH:51])[CH3:50].